Dataset: Cav3 T-type calcium channel HTS with 100,875 compounds. Task: Binary Classification. Given a drug SMILES string, predict its activity (active/inactive) in a high-throughput screening assay against a specified biological target. The molecule is Clc1c(c2noc(c2C(=O)Nc2c(n(n(c2=O)c2ccccc2)C)C)C)cccc1. The result is 0 (inactive).